Dataset: Catalyst prediction with 721,799 reactions and 888 catalyst types from USPTO. Task: Predict which catalyst facilitates the given reaction. (1) Reactant: [C:1]1([CH3:32])[CH:6]=[CH:5][C:4]([N:7]([C:25]2[CH:30]=[CH:29][C:28]([CH3:31])=[CH:27][CH:26]=2)[C:8]2[CH:13]=[CH:12][C:11]([C:14]3[CH:19]=[CH:18][C:17]([CH2:20][CH2:21][CH2:22][CH2:23][OH:24])=[CH:16][CH:15]=3)=[CH:10][CH:9]=2)=[CH:3][CH:2]=1.CN(C)C(=O)C.Cl[CH2:40][CH2:41][C:42](Cl)=[O:43].C(N(CC)CC)C. Product: [C:42]([O:24][CH2:23][CH2:22][CH2:21][CH2:20][C:17]1[CH:18]=[CH:19][C:14]([C:11]2[CH:10]=[CH:9][C:8]([N:7]([C:25]3[CH:26]=[CH:27][C:28]([CH3:31])=[CH:29][CH:30]=3)[C:4]3[CH:3]=[CH:2][C:1]([CH3:32])=[CH:6][CH:5]=3)=[CH:13][CH:12]=2)=[CH:15][CH:16]=1)(=[O:43])[CH:41]=[CH2:40]. The catalyst class is: 93. (2) Reactant: [C:1]([N:6]1[CH:10]2[CH2:11][CH2:12][CH:7]1[CH:8]([C:13]([O:15]CC)=[O:14])[CH2:9]2)([O:3][CH2:4]C)=[O:2].C1COCC1.[Li+].[OH-]. Product: [C:1]([N:6]1[CH:10]2[CH2:11][CH2:12][CH:7]1[CH:8]([C:13]([OH:15])=[O:14])[CH2:9]2)([O:3][CH3:4])=[O:2]. The catalyst class is: 6. (3) Reactant: [Cl:1][C:2]1[CH:3]=[C:4]([O:13][CH2:14][C:15]2[C:24]([F:25])=[CH:23][C:18]([C:19]([O:21]C)=[O:20])=[C:17]([F:26])[CH:16]=2)[CH:5]=[N:6][C:7]=1[O:8][CH2:9][CH:10]([CH3:12])[CH3:11].[OH-].[Li+]. Product: [Cl:1][C:2]1[CH:3]=[C:4]([O:13][CH2:14][C:15]2[C:24]([F:25])=[CH:23][C:18]([C:19]([OH:21])=[O:20])=[C:17]([F:26])[CH:16]=2)[CH:5]=[N:6][C:7]=1[O:8][CH2:9][CH:10]([CH3:12])[CH3:11]. The catalyst class is: 20. (4) Reactant: C(O)(C(F)(F)F)=O.[CH3:8][C:9]1[O:13][N:12]=[C:11]([C:14]([O:16][CH2:17][CH3:18])=[O:15])[CH:10]=1.[I:19]N1C(=O)CCC1=O. Product: [I:19][C:10]1[C:11]([C:14]([O:16][CH2:17][CH3:18])=[O:15])=[N:12][O:13][C:9]=1[CH3:8]. The catalyst class is: 13.